Dataset: Full USPTO retrosynthesis dataset with 1.9M reactions from patents (1976-2016). Task: Predict the reactants needed to synthesize the given product. Given the product [CH3:16][C:14]1[CH:13]=[CH:12][C:11]([N:17]2[N:18]=[CH:19][CH:20]=[N:21]2)=[C:10]([CH:15]=1)[C:9]([NH:8][C@H:4]1[CH2:5][CH2:6][CH2:7][C@@H:3]1[NH:2][C:24]1[CH:29]=[N:28][C:27]([C:30]([F:33])([F:32])[F:31])=[CH:26][N:25]=1)=[O:22], predict the reactants needed to synthesize it. The reactants are: Cl.[NH2:2][C@H:3]1[CH2:7][CH2:6][CH2:5][C@@H:4]1[NH:8][C:9](=[O:22])[C:10]1[CH:15]=[C:14]([CH3:16])[CH:13]=[CH:12][C:11]=1[N:17]1[N:21]=[CH:20][CH:19]=[N:18]1.Cl[C:24]1[CH:29]=[N:28][C:27]([C:30]([F:33])([F:32])[F:31])=[CH:26][N:25]=1.CCN(C(C)C)C(C)C.